From a dataset of Reaction yield outcomes from USPTO patents with 853,638 reactions. Predict the reaction yield, written as a fraction of the theoretical maximum amount of product (1.0 means a 100% yield; for example, 0.34 means a 34% yield). (1) The reactants are [N:1]([CH2:4][CH:5]([OH:35])[CH2:6][N:7]1[C:12]2[N:13]=[C:14]([NH:17][CH2:18][CH3:19])[N:15]=[CH:16][C:11]=2[CH:10]=[C:9]([C:20]2[CH:25]=[CH:24][C:23]([C:26]3[CH:31]=[N:30][CH:29]=[C:28]([CH3:32])[N:27]=3)=[CH:22][C:21]=2[Cl:33])[C:8]1=[O:34])=[N+]=[N-].Cl.C(CCP(CCC(O)=O)CCC(O)=O)(O)=O.O.C([O-])(O)=O.[Na+]. The catalyst is C1COCC1. The product is [NH2:1][CH2:4][CH:5]([OH:35])[CH2:6][N:7]1[C:12]2[N:13]=[C:14]([NH:17][CH2:18][CH3:19])[N:15]=[CH:16][C:11]=2[CH:10]=[C:9]([C:20]2[CH:25]=[CH:24][C:23]([C:26]3[CH:31]=[N:30][CH:29]=[C:28]([CH3:32])[N:27]=3)=[CH:22][C:21]=2[Cl:33])[C:8]1=[O:34]. The yield is 0.0980. (2) The catalyst is C1COCC1.O.C(Cl)Cl.[Cl-].[Na+].O. The yield is 0.710. The reactants are C(O[CH:4](OCC)[C:5]1[CH:25]=[CH:24][C:8]([CH2:9][N:10]([CH:18]2[CH2:23][CH2:22][O:21][CH2:20][CH2:19]2)[C:11](=[O:17])[O:12][C:13]([CH3:16])([CH3:15])[CH3:14])=[CH:7][CH:6]=1)C.Cl.[NH2:30][OH:31]. The product is [OH:31][N:30]=[CH:4][C:5]1[CH:25]=[CH:24][C:8]([CH2:9][N:10]([CH:18]2[CH2:23][CH2:22][O:21][CH2:20][CH2:19]2)[C:11](=[O:17])[O:12][C:13]([CH3:16])([CH3:15])[CH3:14])=[CH:7][CH:6]=1. (3) The reactants are C[O:2][C:3](=[O:18])[CH2:4][O:5][C:6]1[CH:11]=[CH:10][C:9]([Cl:12])=[CH:8][C:7]=1[C:13]1[O:17][N:16]=[CH:15][CH:14]=1.[Li+].[OH-]. The catalyst is C1COCC1.O. The product is [Cl:12][C:9]1[CH:10]=[CH:11][C:6]([O:5][CH2:4][C:3]([OH:18])=[O:2])=[C:7]([C:13]2[O:17][N:16]=[CH:15][CH:14]=2)[CH:8]=1. The yield is 0.900. (4) The reactants are [NH2:1][C:2]1[NH:6][N:5]=[C:4]([NH:7][C:8]2[CH:9]=[N:10][CH:11]=[CH:12][CH:13]=2)[C:3]=1[C:14]([NH2:16])=[O:15].[CH:17](=O)[C:18]1[CH:23]=[CH:22][CH:21]=[CH:20][CH:19]=1.N1CCCCC1. The catalyst is C(O)C. The product is [CH:17](=[N:1][C:2]1[NH:6][N:5]=[C:4]([NH:7][C:8]2[CH:9]=[N:10][CH:11]=[CH:12][CH:13]=2)[C:3]=1[C:14]([NH2:16])=[O:15])[C:18]1[CH:23]=[CH:22][CH:21]=[CH:20][CH:19]=1. The yield is 0.570.